Dataset: NCI-60 drug combinations with 297,098 pairs across 59 cell lines. Task: Regression. Given two drug SMILES strings and cell line genomic features, predict the synergy score measuring deviation from expected non-interaction effect. Drug 1: C1CC(=O)NC(=O)C1N2CC3=C(C2=O)C=CC=C3N. Drug 2: CC1=CC2C(CCC3(C2CCC3(C(=O)C)OC(=O)C)C)C4(C1=CC(=O)CC4)C. Cell line: IGROV1. Synergy scores: CSS=-6.76, Synergy_ZIP=-1.86, Synergy_Bliss=-8.04, Synergy_Loewe=-9.96, Synergy_HSA=-9.52.